This data is from Peptide-MHC class II binding affinity with 134,281 pairs from IEDB. The task is: Regression. Given a peptide amino acid sequence and an MHC pseudo amino acid sequence, predict their binding affinity value. This is MHC class II binding data. The peptide sequence is SEELRSLYNTVATLYCVHQ. The MHC is DRB1_1302 with pseudo-sequence DRB1_1302. The binding affinity (normalized) is 0.357.